Dataset: Reaction yield outcomes from USPTO patents with 853,638 reactions. Task: Predict the reaction yield, written as a fraction of the theoretical maximum amount of product (1.0 means a 100% yield; for example, 0.34 means a 34% yield). (1) The reactants are [Br:1][C:2]1[CH:3]=[CH:4][C:5]([N:8]=[CH:9][N:10](C)C)=[N:6][CH:7]=1.N1C=CC=CC=1.NOS(O)(=O)=O. The catalyst is CO. The product is [Br:1][C:2]1[CH:3]=[CH:4][C:5]2[N:6]([N:10]=[CH:9][N:8]=2)[CH:7]=1. The yield is 0.720. (2) The product is [C:1]([C:3]1[CH:8]=[CH:7][C:6]([C:9]2[CH:10]=[N:11][N:12]([C:16]3[CH:29]=[CH:28][C:19]([C:20]([NH:22][CH2:23][CH2:24][CH2:25][O:26][CH3:27])=[O:21])=[CH:18][N:17]=3)[C:13]=2[OH:14])=[CH:5][C:4]=1[CH3:30])#[N:2]. The yield is 0.265. The catalyst is CC(N(C)C)=O.CS(C)=O.O. The reactants are [C:1]([C:3]1[CH:8]=[CH:7][C:6]([C:9]2[CH:10]=[N:11][N:12]([C:16]3[CH:29]=[CH:28][C:19]([C:20]([NH:22][CH2:23][CH2:24][CH2:25][O:26][CH3:27])=[O:21])=[CH:18][N:17]=3)[C:13]=2[O:14]C)=[CH:5][C:4]=1[CH3:30])#[N:2].[Cl-].[Li+].C(#N)C. (3) The reactants are [NH2:1][C:2]1[CH:3]=[C:4]([C:9]2[N:10]([CH2:22][CH3:23])[C:11]3[C:16]([C:17]=2[C:18]#[N:19])=[CH:15][CH:14]=[C:13]([O:20][CH3:21])[CH:12]=3)[CH:5]=[CH:6][C:7]=1[OH:8].C1N=CN([C:29](N2C=NC=C2)=[O:30])C=1. The catalyst is C1COCC1. The product is [CH2:22]([N:10]1[C:11]2[C:16](=[CH:15][CH:14]=[C:13]([O:20][CH3:21])[CH:12]=2)[C:17]([C:18]#[N:19])=[C:9]1[C:4]1[CH:5]=[CH:6][C:7]2[O:8][C:29](=[O:30])[NH:1][C:2]=2[CH:3]=1)[CH3:23]. The yield is 0.810. (4) The reactants are [Cl:1][C:2]1[CH:3]=[CH:4][N:5]2[C:10]=1[C:9](=[O:11])[NH:8][C:7]([C@@H:12]1[CH2:16][CH2:15][CH2:14][N:13]1[C:17]1[C:18]3[C:25]([C:26]#[N:27])=[CH:24][N:23]([CH2:28][O:29][CH2:30][CH2:31][Si:32]([CH3:35])([CH3:34])[CH3:33])[C:19]=3[N:20]=[CH:21][N:22]=1)=[N:6]2.CCN(C(C)C)C(C)C.[N+:45]1([O-])[CH:50]=[CH:49][CH:48]=[CH:47][CH:46]=1.C1CN([P+](Br)(N2CCCC2)N2CCCC2)CC1.F[P-](F)(F)(F)(F)F. The catalyst is C(Cl)Cl. The product is [Cl:1][C:2]1[CH:3]=[CH:4][N:5]2[C:10]=1[C:9](=[O:11])[N:8]([C:46]1[CH:47]=[CH:48][CH:49]=[CH:50][N:45]=1)[C:7]([C@@H:12]1[CH2:16][CH2:15][CH2:14][N:13]1[C:17]1[C:18]3[C:25]([C:26]#[N:27])=[CH:24][N:23]([CH2:28][O:29][CH2:30][CH2:31][Si:32]([CH3:35])([CH3:34])[CH3:33])[C:19]=3[N:20]=[CH:21][N:22]=1)=[N:6]2. The yield is 0.170. (5) The reactants are [C:1]([C:5]1[CH:10]=[CH:9][N:8]=[C:7]([NH2:11])[CH:6]=1)([CH3:4])([CH3:3])[CH3:2].C1N=CN([C:17]([N:19]2C=N[CH:21]=[CH:20]2)=[O:18])C=1.[Cl:24][C:25]1[CH:38]=[CH:37][C:28]([O:29][C:30]2[CH:36]=CC(N)=[CH:32][CH:31]=2)=[CH:27][CH:26]=1.C(O)(=O)CC(CC(O)=O)(C(O)=O)O. The catalyst is C(Cl)Cl. The product is [C:1]([C:5]1[CH:10]=[CH:9][N:8]=[C:7]([NH:11][C:17]([NH:19][C:20]2[CH:21]=[CH:36][C:30]([O:29][C:28]3[CH:27]=[CH:26][C:25]([Cl:24])=[CH:38][CH:37]=3)=[CH:31][CH:32]=2)=[O:18])[CH:6]=1)([CH3:4])([CH3:2])[CH3:3]. The yield is 0.0900. (6) The reactants are C([N:9]([C:17]1[O:18][C@H:19]([C:33]([F:36])([F:35])[F:34])[C@H:20]([F:32])[C@:21]([C:24]2[C:29]([F:30])=[CH:28][CH:27]=[C:26]([Br:31])[N:25]=2)([CH3:23])[N:22]=1)[C:10](=[O:16])[O:11][C:12]([CH3:15])([CH3:14])[CH3:13])(=O)C1C=CC=CC=1.N. The catalyst is CO. The product is [Br:31][C:26]1[N:25]=[C:24]([C@:21]2([CH3:23])[C@@H:20]([F:32])[C@@H:19]([C:33]([F:36])([F:35])[F:34])[O:18][C:17]([NH:9][C:10](=[O:16])[O:11][C:12]([CH3:13])([CH3:15])[CH3:14])=[N:22]2)[C:29]([F:30])=[CH:28][CH:27]=1. The yield is 0.709.